This data is from Full USPTO retrosynthesis dataset with 1.9M reactions from patents (1976-2016). The task is: Predict the reactants needed to synthesize the given product. (1) Given the product [CH3:1][O:2][C:3]([C:5]1([CH2:20][CH2:21][CH3:22])[CH2:8][CH2:7][N:6]1[C:9]([C:11]1[C:12]2[CH:19]=[CH:18][CH:17]=[CH:16][C:13]=2[S:14][CH:15]=1)=[O:10])=[O:4], predict the reactants needed to synthesize it. The reactants are: [CH3:1][O:2][C:3]([C:5]1([CH2:20][CH:21]=[CH2:22])[CH2:8][CH2:7][N:6]1[C:9]([C:11]1[C:12]2[CH:19]=[CH:18][CH:17]=[CH:16][C:13]=2[S:14][CH:15]=1)=[O:10])=[O:4]. (2) Given the product [CH:1]1([N:5]2[CH2:6][CH2:7][CH:8]([NH2:11])[CH2:9][CH2:10]2)[CH2:4][CH2:3][CH2:2]1, predict the reactants needed to synthesize it. The reactants are: [CH:1]1([N:5]2[CH2:10][CH2:9][CH:8]([NH:11]C(=O)OC(C)(C)C)[CH2:7][CH2:6]2)[CH2:4][CH2:3][CH2:2]1.Cl. (3) Given the product [CH3:10][C:11]1[CH:18]=[CH:17][C:14]([C:15]([NH2:16])=[S:8])=[C:13]([N+:19]([O-:21])=[O:20])[CH:12]=1, predict the reactants needed to synthesize it. The reactants are: C(N)(=[S:8])C1C=CC=CC=1.[CH3:10][C:11]1[CH:18]=[CH:17][C:14]([C:15]#[N:16])=[C:13]([N+:19]([O-:21])=[O:20])[CH:12]=1.CC1C=CC(C(N)=O)=C([N+]([O-])=O)C=1. (4) Given the product [Cl:11][C:12]1[CH:18]=[C:17]([N+:19]([O-:21])=[O:20])[CH:16]=[C:15]([CH3:22])[C:13]=1[C:2]#[N:3], predict the reactants needed to synthesize it. The reactants are: [Cu][C:2]#[N:3].C(ON=O)(C)(C)C.[Cl:11][C:12]1[CH:18]=[C:17]([N+:19]([O-:21])=[O:20])[CH:16]=[C:15]([CH3:22])[C:13]=1N. (5) The reactants are: [O:1]1[CH2:6][CH2:5][CH:4]([C:7]([OH:9])=O)[CH2:3][CH2:2]1.C(Cl)(=O)C(Cl)=O.CN(C=O)C.[CH:21]1([CH2:24][NH:25][C:26]2[N:27]=[CH:28][C:29]([O:32][C:33]3[CH:34]=[C:35]([CH:45]=[C:46]([O:48][CH:49]([CH3:51])[CH3:50])[CH:47]=3)[C:36]([NH:38][C:39]3[CH:43]=[CH:42][N:41]([CH3:44])[N:40]=3)=[O:37])=[N:30][CH:31]=2)[CH2:23][CH2:22]1. Given the product [CH:21]1([CH2:24][N:25]([C:26]2[CH:31]=[N:30][C:29]([O:32][C:33]3[CH:34]=[C:35]([C:36](=[O:37])[NH:38][C:39]4[CH:43]=[CH:42][N:41]([CH3:44])[N:40]=4)[CH:45]=[C:46]([O:48][CH:49]([CH3:51])[CH3:50])[CH:47]=3)=[CH:28][N:27]=2)[C:7]([CH:4]2[CH2:3][CH2:2][O:1][CH2:6][CH2:5]2)=[O:9])[CH2:23][CH2:22]1, predict the reactants needed to synthesize it. (6) Given the product [CH3:14][NH:13][CH2:12][CH2:11][C:10]1[CH:21]=[CH:22][CH:23]=[C:8]([C:5]2[C:4]([CH3:24])=[N:3][N:2]([CH3:1])[C:6]=2[CH3:7])[CH:9]=1, predict the reactants needed to synthesize it. The reactants are: [CH3:1][N:2]1[C:6]([CH3:7])=[C:5]([C:8]2[CH:9]=[C:10]([CH:21]=[CH:22][CH:23]=2)[CH2:11][CH2:12][NH:13][C:14](=O)OC(C)(C)C)[C:4]([CH3:24])=[N:3]1.[H-].[H-].[H-].[H-].[Li+].[Al+3].C1COCC1.[C@H](O)(C([O-])=O)[C@@H](O)C([O-])=O.[Na+].[K+]. (7) Given the product [CH2:2]([S:38]([C:15]1[CH:20]=[C:19]([C:21]([F:24])([F:22])[F:23])[CH:18]=[CH:17][C:16]=1[C:25]1[O:26][C:27]2[CH:33]=[CH:32][C:31]([C:34]([F:37])([F:36])[F:35])=[CH:30][C:28]=2[N:29]=1)(=[O:41])=[O:39])[CH3:3], predict the reactants needed to synthesize it. The reactants are: Cl[C:2]1C=CC=C(C(OO)=O)[CH:3]=1.C(S[C:15]1[CH:20]=[C:19]([C:21]([F:24])([F:23])[F:22])[CH:18]=[CH:17][C:16]=1[C:25]1[O:26][C:27]2[CH:33]=[CH:32][C:31]([C:34]([F:37])([F:36])[F:35])=[CH:30][C:28]=2[N:29]=1)C.[S:38]([O-:41])([O-])=[O:39].[Na+].[Na+]. (8) Given the product [F:22][C:23]1([F:42])[CH2:25][CH:24]1[CH2:26][N:27]1[C:31](=[O:32])[N:30]([C:33]2[S:34][C:35]([C:39]([NH2:6])=[O:40])=[C:36]([CH3:38])[N:37]=2)[CH:29]=[N:28]1, predict the reactants needed to synthesize it. The reactants are: FC1(F)CC1C[N:6]1CCN(C2SC(C(O)=O)=C(C)N=2)C1=O.[F:22][C:23]1([F:42])[CH2:25][CH:24]1[CH2:26][N:27]1[C:31](=[O:32])[N:30]([C:33]2[S:34][C:35]([C:39](O)=[O:40])=[C:36]([CH3:38])[N:37]=2)[CH:29]=[N:28]1.[Cl-].[NH4+].